From a dataset of Catalyst prediction with 721,799 reactions and 888 catalyst types from USPTO. Predict which catalyst facilitates the given reaction. (1) Reactant: [OH:1][C:2]1CNC(=O)C=1C1N(C(OC(C)(C)C)=O)C2C=C(N3CCOCC3)C=C(C)C=2N=1.[Cl:31][C:32]1[CH:33]=[C:34]([C@H:38]([OH:77])[CH2:39][NH:40][C:41]2[CH2:45][N:44]([S:46]([C:49]([F:52])([F:51])[F:50])(=[O:48])=[O:47])[C:43](=[O:53])[C:42]=2[C:54]2[N:58]([C:59]([O:61][C:62]([CH3:65])([CH3:64])[CH3:63])=[O:60])[C:57]3[CH:66]=[C:67]([N:71]4[CH2:76][CH2:75][O:74][CH2:73][CH2:72]4)[CH:68]=[C:69]([CH3:70])[C:56]=3[N:55]=2)[CH:35]=[CH:36][CH:37]=1. Product: [Cl:31][C:32]1[CH:33]=[C:34]([CH:38]([OH:77])[CH2:39][NH:40][C:41]2[CH2:45][N:44]([S:46]([C:49]([F:51])([F:50])[F:52])(=[O:47])=[O:48])[C:43](=[O:53])[C:42]=2[C:54]2[N:58]([C:59]([O:61][C:62]([CH3:65])([CH3:64])[CH3:63])=[O:60])[C:57]3[CH:66]=[C:67]([N:71]4[CH2:76][CH2:75][O:74][CH2:73][CH2:72]4)[CH:68]=[C:69]([CH3:70])[C:56]=3[N:55]=2)[CH:35]=[CH:36][C:37]=1[O:1][CH3:2]. The catalyst class is: 10. (2) Reactant: Cl[C:2]1[N:7]=[C:6]([O:8][CH3:9])[N:5]=[C:4]([NH:10][C:11]2[CH:16]=[CH:15][C:14]([N:17]3[CH:21]=[C:20]([CH3:22])[N:19]=[CH:18]3)=[C:13]([O:23][CH3:24])[CH:12]=2)[N:3]=1.[F:25][C:26]1[CH:27]=[C:28]([OH:34])[CH:29]=[C:30]([F:33])[C:31]=1[F:32]. Product: [CH3:24][O:23][C:13]1[CH:12]=[C:11]([NH:10][C:4]2[N:5]=[C:6]([O:8][CH3:9])[N:7]=[C:2]([O:34][C:28]3[CH:27]=[C:26]([F:25])[C:31]([F:32])=[C:30]([F:33])[CH:29]=3)[N:3]=2)[CH:16]=[CH:15][C:14]=1[N:17]1[CH:21]=[C:20]([CH3:22])[N:19]=[CH:18]1. The catalyst class is: 13. (3) Reactant: [CH2:1]1[C:5]2([CH2:10][CH2:9][N:8]([C:11]([O:13][C:14]([CH3:17])([CH3:16])[CH3:15])=[O:12])[CH2:7][CH2:6]2)[CH2:4][C@@H:3]([C:18]([O:20][CH2:21][CH3:22])=[O:19])[NH:2]1.CCN(CC)CC.Cl[C:31]([O:33][CH2:34][C:35]1[CH:40]=[CH:39][CH:38]=[CH:37][CH:36]=1)=[O:32]. Product: [CH2:1]1[C:5]2([CH2:6][CH2:7][N:8]([C:11]([O:13][C:14]([CH3:17])([CH3:16])[CH3:15])=[O:12])[CH2:9][CH2:10]2)[CH2:4][C@@H:3]([C:18]([O:20][CH2:21][CH3:22])=[O:19])[N:2]1[C:31]([O:33][CH2:34][C:35]1[CH:40]=[CH:39][CH:38]=[CH:37][CH:36]=1)=[O:32]. The catalyst class is: 2. (4) Reactant: CCOC(/N=N/C(OCC)=O)=O.C(O[CH2:17][C:18]1[N:23]([CH2:24][C:25]2[CH:30]=[CH:29][CH:28]=[C:27]([C:31]([F:34])([F:33])[F:32])[C:26]=2[CH3:35])[C:22]2[N:36]=[C:37]([N:39]3[CH2:44][CH2:43][O:42][CH2:41][CH2:40]3)[S:38][C:21]=2[C:20](=[O:45])[N:19]=1)(=O)C.[C:46]1(=[O:56])[C:54]2[C:49](=[CH:50][CH:51]=[CH:52][CH:53]=2)[C:48](=[O:55])[NH:47]1.C1(P(C2C=CC=CC=2)C2C=CC=CC=2)C=CC=CC=1. Product: [CH3:35][C:26]1[C:27]([C:31]([F:32])([F:33])[F:34])=[CH:28][CH:29]=[CH:30][C:25]=1[CH2:24][N:23]1[C:22]2[N:36]=[C:37]([N:39]3[CH2:40][CH2:41][O:42][CH2:43][CH2:44]3)[S:38][C:21]=2[C:20](=[O:45])[N:19]=[C:18]1[CH2:17][N:47]1[C:48](=[O:55])[C:49]2[C:54](=[CH:53][CH:52]=[CH:51][CH:50]=2)[C:46]1=[O:56]. The catalyst class is: 7.